From a dataset of Reaction yield outcomes from USPTO patents with 853,638 reactions. Predict the reaction yield, written as a fraction of the theoretical maximum amount of product (1.0 means a 100% yield; for example, 0.34 means a 34% yield). (1) The reactants are [C:1]([OH:22])(=O)[CH2:2][CH2:3][CH2:4]/[CH:5]=[CH:6]\[CH2:7]/[CH:8]=[CH:9]\[CH2:10]/[CH:11]=[CH:12]\[CH2:13]/[CH:14]=[CH:15]\[CH2:16][CH2:17][CH2:18][CH2:19][CH3:20].C(N(CC)CC)C.ClC(OCCCC)=O.Cl.C(N(CC)CC)C.[NH2:46][CH2:47][CH2:48][OH:49].Cl. The catalyst is C(#N)C.CO. The product is [C:1]([NH:46][CH2:47][CH2:48][OH:49])(=[O:22])[CH2:2][CH2:3][CH2:4]/[CH:5]=[CH:6]\[CH2:7]/[CH:8]=[CH:9]\[CH2:10]/[CH:11]=[CH:12]\[CH2:13]/[CH:14]=[CH:15]\[CH2:16][CH2:17][CH2:18][CH2:19][CH3:20]. The yield is 0.950. (2) The reactants are [CH2:1]([O:3][P:4]([CH2:9][C:10]1[CH:15]=[CH:14][C:13]([NH:16][C:17]2[N:22]=[C:21]([NH:23][C:24]3[CH:25]=[CH:26][C:27]([C@H:35]4[CH2:40][CH2:39][C@H:38]([C:41]([O:43]CC)=[O:42])[CH2:37][CH2:36]4)=[C:28]4[C:32]=3[C:31](=[O:33])[N:30]([CH3:34])[CH2:29]4)[C:20]([C:46]([F:49])([F:48])[F:47])=[CH:19][N:18]=2)=[C:12]([O:50][CH2:51][CH3:52])[CH:11]=1)([O:6][CH2:7][CH3:8])=[O:5])[CH3:2].C1COCC1.CO.O.[OH-].[Li+].O. No catalyst specified. The product is [CH2:7]([O:6][P:4]([CH2:9][C:10]1[CH:15]=[CH:14][C:13]([NH:16][C:17]2[N:22]=[C:21]([NH:23][C:24]3[CH:25]=[CH:26][C:27]([C@H:35]4[CH2:40][CH2:39][C@H:38]([C:41]([OH:43])=[O:42])[CH2:37][CH2:36]4)=[C:28]4[C:32]=3[C:31](=[O:33])[N:30]([CH3:34])[CH2:29]4)[C:20]([C:46]([F:47])([F:49])[F:48])=[CH:19][N:18]=2)=[C:12]([O:50][CH2:51][CH3:52])[CH:11]=1)([O:3][CH2:1][CH3:2])=[O:5])[CH3:8]. The yield is 0.990. (3) The reactants are [H-].[Al+3].[Li+].[H-].[H-].[H-].[N:7]1([C:13]2[CH:14]=[C:15]([CH:18]=[CH:19][C:20]=2[C:21]([F:24])([F:23])[F:22])[C:16]#[N:17])[CH2:12][CH2:11][CH2:10][CH2:9][CH2:8]1.O. The product is [N:7]1([C:13]2[CH:14]=[C:15]([CH:18]=[CH:19][C:20]=2[C:21]([F:22])([F:23])[F:24])[CH2:16][NH2:17])[CH2:8][CH2:9][CH2:10][CH2:11][CH2:12]1. The yield is 0.460. The catalyst is O1CCCC1. (4) The reactants are C[O:2][C:3]([C:5]1[C:10]([Cl:11])=[C:9]([NH2:12])[N:8]=[C:7]([C:13]2[CH:18]=[CH:17][C:16]([Cl:19])=[CH:15][C:14]=2[F:20])[N:6]=1)=[O:4].[OH-].[Na+].Cl. The catalyst is CO. The product is [NH2:12][C:9]1[N:8]=[C:7]([C:13]2[CH:18]=[CH:17][C:16]([Cl:19])=[CH:15][C:14]=2[F:20])[N:6]=[C:5]([C:3]([OH:4])=[O:2])[C:10]=1[Cl:11]. The yield is 0.440. (5) The reactants are [F:1][C:2]1[CH:25]=[CH:24][C:5]([CH2:6][O:7][C:8]2[CH:13]=[CH:12][C:11]([C:14]3([CH2:18][C:19]([O:21]CC)=[O:20])[CH2:17][O:16][CH2:15]3)=[CH:10][CH:9]=2)=[CH:4][C:3]=1[O:26][C:27]([F:30])([F:29])[F:28].O.[OH-].[Li+]. The yield is 0.890. The catalyst is C1COCC1.CO. The product is [F:1][C:2]1[CH:25]=[CH:24][C:5]([CH2:6][O:7][C:8]2[CH:13]=[CH:12][C:11]([C:14]3([CH2:18][C:19]([OH:21])=[O:20])[CH2:15][O:16][CH2:17]3)=[CH:10][CH:9]=2)=[CH:4][C:3]=1[O:26][C:27]([F:28])([F:29])[F:30]. (6) The reactants are [F:1][C:2]1[CH:7]=[CH:6][C:5]([C:8]2[CH:9]=[C:10]([CH:14]=[CH:15][CH:16]=2)[C:11]([OH:13])=O)=[CH:4][CH:3]=1.[CH3:17][N:18]1[C:22]([C:23]2[CH:24]=[C:25]([CH:27]=[CH:28][CH:29]=2)[NH2:26])=[CH:21][N:20]=[C:19]1[CH3:30].Cl.C(N=C=NCCCN(C)C)C. The catalyst is ClCCl.CN(C)C1C=CN=CC=1. The product is [CH3:30][C:19]1[N:18]([CH3:17])[C:22]([C:23]2[CH:24]=[C:25]([NH:26][C:11]([C:10]3[CH:9]=[C:8]([C:5]4[CH:4]=[CH:3][C:2]([F:1])=[CH:7][CH:6]=4)[CH:16]=[CH:15][CH:14]=3)=[O:13])[CH:27]=[CH:28][CH:29]=2)=[CH:21][N:20]=1. The yield is 0.889. (7) The reactants are [CH3:1][O:2][CH2:3][CH2:4][N:5]1[C:9]([CH3:10])=[C:8]([CH3:11])[S:7][C:6]1=[NH:12].CCN(CC)CC.[Br:20][C:21]1[CH:29]=[CH:28][CH:27]=[CH:26][C:22]=1[C:23](Cl)=[O:24]. The catalyst is C1COCC1. The product is [Br:20][C:21]1[CH:29]=[CH:28][CH:27]=[CH:26][C:22]=1[C:23](/[N:12]=[C:6]1\[S:7][C:8]([CH3:11])=[C:9]([CH3:10])[N:5]\1[CH2:4][CH2:3][O:2][CH3:1])=[O:24]. The yield is 0.460.